From a dataset of Peptide-MHC class II binding affinity with 134,281 pairs from IEDB. Regression. Given a peptide amino acid sequence and an MHC pseudo amino acid sequence, predict their binding affinity value. This is MHC class II binding data. The MHC is HLA-DQA10201-DQB10301 with pseudo-sequence HLA-DQA10201-DQB10301. The peptide sequence is QRKVFRELVRNCDLP. The binding affinity (normalized) is 0.159.